This data is from Reaction yield outcomes from USPTO patents with 853,638 reactions. The task is: Predict the reaction yield, written as a fraction of the theoretical maximum amount of product (1.0 means a 100% yield; for example, 0.34 means a 34% yield). (1) The reactants are [NH2:1][C@@H:2]1[CH2:7][CH2:6][C@H:5]([C:8]([OH:10])=[O:9])[CH2:4][CH2:3]1.S(=O)(=O)(O)O.[NH4+].[OH-].[CH3:18]O. No catalyst specified. The product is [NH2:1][C@@H:2]1[CH2:7][CH2:6][C@H:5]([C:8]([O:10][CH3:18])=[O:9])[CH2:4][CH2:3]1. The yield is 0.820. (2) The reactants are [CH3:1][C:2]1[CH:7]=[N:6][N:5]2[C:8]([C:11]([F:14])([F:13])[F:12])=[N:9][N:10]=[C:4]2[CH:3]=1.C[OH:16]. The catalyst is ClCCl. The product is [F:13][C:11]([F:14])([F:12])[C:8]1[N:5]2[N:6]=[CH:7][C:2]([CH:1]=[O:16])=[CH:3][C:4]2=[N:10][N:9]=1. The yield is 0.780. (3) The reactants are [Cl:1]C(OC(Cl)C)=O.C([N:21]1[CH2:24][CH:23]([O:25][CH2:26][C:27]2[S:28][CH:29]=[C:30]([Cl:32])[CH:31]=2)[CH2:22]1)(C1C=CC=CC=1)C1C=CC=CC=1.C(O)C. The catalyst is ClCCl. The product is [ClH:1].[Cl:32][C:30]1[CH:31]=[C:27]([CH2:26][O:25][CH:23]2[CH2:22][NH:21][CH2:24]2)[S:28][CH:29]=1. The yield is 0.770. (4) The reactants are [O:1]1[CH2:6][CH2:5][N:4]([C:7]2[N:12]3[N:13]=[CH:14][CH:15]=[C:11]3[N:10]=[C:9]([NH2:16])[CH:8]=2)[CH2:3][CH2:2]1.[CH3:17][O:18][C:19]([C:21]1([C:24]2[CH:32]=[CH:31][C:27]([C:28](O)=[O:29])=[CH:26][CH:25]=2)[CH2:23][CH2:22]1)=[O:20].CN(C(ON1N=NC2C=CC=CC1=2)=[N+](C)C)C.[B-](F)(F)(F)F. The catalyst is N1C=CC=CC=1. The product is [O:1]1[CH2:6][CH2:5][N:4]([C:7]2[N:12]3[N:13]=[CH:14][CH:15]=[C:11]3[N:10]=[C:9]([NH:16][C:28]([C:27]3[CH:26]=[CH:25][C:24]([C:21]4([C:19]([O:18][CH3:17])=[O:20])[CH2:22][CH2:23]4)=[CH:32][CH:31]=3)=[O:29])[CH:8]=2)[CH2:3][CH2:2]1. The yield is 0.350. (5) The reactants are [CH2:1]([N:5]([CH2:16][CH2:17][CH2:18][CH3:19])[C:6]1[CH:13]=[CH:12][C:9]([CH:10]=O)=[C:8]([O:14][CH3:15])[CH:7]=1)[CH2:2][CH2:3][CH3:4].[C:20]([C:22]1[C:23](=[C:30]([C:33]#[N:34])[C:31]#[N:32])[O:24][C:25]([CH3:29])([CH3:28])[C:26]=1[CH3:27])#[N:21].C([O-])(=O)C.[NH4+]. The catalyst is C(O)C. The product is [CH2:1]([N:5]([CH2:16][CH2:17][CH2:18][CH3:19])[C:6]1[CH:13]=[CH:12][C:9]([CH:10]=[CH:27][C:26]2[C:25]([CH3:28])([CH3:29])[O:24][C:23](=[C:30]([C:31]#[N:32])[C:33]#[N:34])[C:22]=2[C:20]#[N:21])=[C:8]([O:14][CH3:15])[CH:7]=1)[CH2:2][CH2:3][CH3:4]. The yield is 0.951. (6) The reactants are [C:1]([O:9][CH2:10][CH2:11][O:12][CH2:13][CH2:14][N:15]1[C:23]2[C:22](Cl)=[N:21][CH:20]=[N:19][C:18]=2[CH:17]=[CH:16]1)(=[O:8])[C:2]1[CH:7]=[CH:6][CH:5]=[CH:4][CH:3]=1.[NH2:25][C:26]1[CH:31]=[CH:30][C:29]([OH:32])=[CH:28][C:27]=1[Cl:33].C(=O)([O-])[O-].[K+].[K+].CN1CCCC1=O. The catalyst is O. The product is [C:1]([O:9][CH2:10][CH2:11][O:12][CH2:13][CH2:14][N:15]1[C:23]2[C:22]([O:32][C:29]3[CH:30]=[CH:31][C:26]([NH2:25])=[C:27]([Cl:33])[CH:28]=3)=[N:21][CH:20]=[N:19][C:18]=2[CH:17]=[CH:16]1)(=[O:8])[C:2]1[CH:7]=[CH:6][CH:5]=[CH:4][CH:3]=1. The yield is 0.910. (7) The reactants are [ClH:1].C(OC(=O)[NH:8][C@H:9]([C:13]([N:15]1[CH2:20][CH2:19][CH:18]([O:21][C:22]2[CH:23]=[N:24][C:25]([O:28][CH3:29])=[CH:26][CH:27]=2)[CH2:17][CH2:16]1)=[O:14])[CH:10]([CH3:12])[CH3:11])(C)(C)C. The catalyst is C(O)C. The product is [ClH:1].[ClH:1].[CH3:29][O:28][C:25]1[N:24]=[CH:23][C:22]([O:21][CH:18]2[CH2:17][CH2:16][N:15]([C:13](=[O:14])[C@@H:9]([NH2:8])[CH:10]([CH3:11])[CH3:12])[CH2:20][CH2:19]2)=[CH:27][CH:26]=1. The yield is 1.00. (8) The reactants are Cl.[NH2:2][C:3]1[C:11]([OH:12])=[C:10]2[C:6]([CH2:7][CH2:8][CH:9]2[CH2:13][CH2:14][NH:15][C:16](=[O:18])[CH3:17])=[CH:5][CH:4]=1.[C:19](=S)(OCC)[S-:20].[K+]. The catalyst is N1C=CC=CC=1.C(OCC)(=O)C. The product is [SH:20][C:19]1[O:12][C:11]2[C:10]3[CH:9]([CH2:13][CH2:14][NH:15][C:16](=[O:18])[CH3:17])[CH2:8][CH2:7][C:6]=3[CH:5]=[CH:4][C:3]=2[N:2]=1. The yield is 0.640. (9) The reactants are Br[C:2]1[CH:7]=[CH:6][C:5]([S:8]([NH:11][CH:12]([CH3:14])[CH3:13])(=[O:10])=[O:9])=[C:4]([O:15][C:16]([F:19])([F:18])[F:17])[CH:3]=1.[C:20]([C:22]1[N:26]([CH3:27])[C:25](B(O)O)=[CH:24][CH:23]=1)#[N:21].[F-].[K+]. The catalyst is C1C=CC(/C=C/C(/C=C/C2C=CC=CC=2)=O)=CC=1.C1C=CC(/C=C/C(/C=C/C2C=CC=CC=2)=O)=CC=1.C1C=CC(/C=C/C(/C=C/C2C=CC=CC=2)=O)=CC=1.[Pd].[Pd].C(P(C(C)(C)C)C(C)(C)C)(C)(C)C. The product is [C:20]([C:22]1[N:26]([CH3:27])[C:25]([C:2]2[CH:7]=[CH:6][C:5]([S:8]([NH:11][CH:12]([CH3:14])[CH3:13])(=[O:10])=[O:9])=[C:4]([O:15][C:16]([F:19])([F:18])[F:17])[CH:3]=2)=[CH:24][CH:23]=1)#[N:21]. The yield is 0.350. (10) The reactants are [Cl:1][C:2]1[CH:7]=[C:6]([C:8]([F:11])([F:10])[F:9])[CH:5]=[CH:4][C:3]=1[S:12]([NH:15][C:16]1[CH:21]=[C:20]([Cl:22])[C:19]([OH:23])=[C:18]([Cl:24])[CH:17]=1)(=[O:14])=[O:13].[H-].[Na+].Cl[C:28]1[S:29][C:30]2[CH:36]=[C:35]([N+:37]([O-:39])=[O:38])[CH:34]=[CH:33][C:31]=2[N:32]=1. The catalyst is CN(C=O)C.CCOC(C)=O.Cl. The product is [Cl:1][C:2]1[CH:7]=[C:6]([C:8]([F:9])([F:11])[F:10])[CH:5]=[CH:4][C:3]=1[S:12]([NH:15][C:16]1[CH:21]=[C:20]([Cl:22])[C:19]([O:23][C:28]2[S:29][C:30]3[CH:36]=[C:35]([N+:37]([O-:39])=[O:38])[CH:34]=[CH:33][C:31]=3[N:32]=2)=[C:18]([Cl:24])[CH:17]=1)(=[O:13])=[O:14]. The yield is 0.740.